Dataset: NCI-60 drug combinations with 297,098 pairs across 59 cell lines. Task: Regression. Given two drug SMILES strings and cell line genomic features, predict the synergy score measuring deviation from expected non-interaction effect. Drug 1: CCCS(=O)(=O)NC1=C(C(=C(C=C1)F)C(=O)C2=CNC3=C2C=C(C=N3)C4=CC=C(C=C4)Cl)F. Drug 2: C1=CC=C(C(=C1)C(C2=CC=C(C=C2)Cl)C(Cl)Cl)Cl. Cell line: SW-620. Synergy scores: CSS=-7.95, Synergy_ZIP=11.2, Synergy_Bliss=9.66, Synergy_Loewe=-8.80, Synergy_HSA=-9.07.